Dataset: Reaction yield outcomes from USPTO patents with 853,638 reactions. Task: Predict the reaction yield, written as a fraction of the theoretical maximum amount of product (1.0 means a 100% yield; for example, 0.34 means a 34% yield). (1) The catalyst is [Pd].O1CCCC1. The product is [NH2:3][C:6]1[C:15]2[C:10](=[CH:11][CH:12]=[CH:13][CH:14]=2)[CH:9]=[CH:8][C:7]=1[NH:16][C:17]1[CH:18]=[C:19]([CH:22]=[CH:23][CH:24]=1)[C:20]#[N:21]. The yield is 0.740. The reactants are CO.[N+:3]([C:6]1[C:15]2[C:10](=[CH:11][CH:12]=[CH:13][CH:14]=2)[CH:9]=[CH:8][C:7]=1[NH:16][C:17]1[CH:18]=[C:19]([CH:22]=[CH:23][CH:24]=1)[C:20]#[N:21])([O-])=O. (2) The yield is 0.430. The product is [N:1]1[C:2]([CH:10]=[O:11])=[N:3][N:4]2[CH:9]=[CH:8][CH:7]=[CH:6][C:5]=12. The reactants are [N:1]1[C:2]([CH2:10][OH:11])=[N:3][N:4]2[CH:9]=[CH:8][CH:7]=[CH:6][C:5]=12. The catalyst is CCO.[O-2].[Mn+4].[O-2]. (3) The reactants are [NH2:1][C:2]1[CH:3]=[C:4]([OH:8])[CH:5]=[CH:6][CH:7]=1.[CH3:9][CH:10]([CH3:13])[CH2:11]O.C1(P(C2C=CC=CC=2)C2C=CC=CC=2)C=CC=CC=1.CCOC(/N=N/C(OCC)=O)=O. The catalyst is C1COCC1. The product is [CH2:9]([O:8][C:4]1[CH:3]=[C:2]([NH2:1])[CH:7]=[CH:6][CH:5]=1)[CH:10]([CH3:13])[CH3:11]. The yield is 0.450. (4) The reactants are Cl[C:2]1[C:7]([N+:8]([O-:10])=[O:9])=[C:6]([C:11]2[CH:16]=[CH:15][C:14]([Cl:17])=[CH:13][C:12]=2[Cl:18])[CH:5]=[CH:4][N:3]=1.[CH:19]1([CH:22]([NH2:25])[CH2:23][CH3:24])[CH2:21][CH2:20]1. No catalyst specified. The product is [CH:19]1([CH:22]([NH:25][C:2]2[C:7]([N+:8]([O-:10])=[O:9])=[C:6]([C:11]3[CH:16]=[CH:15][C:14]([Cl:17])=[CH:13][C:12]=3[Cl:18])[CH:5]=[CH:4][N:3]=2)[CH2:23][CH3:24])[CH2:21][CH2:20]1. The yield is 1.00. (5) The reactants are [CH3:1][C:2]1[S:6][C:5]([S:7](Cl)(=[O:9])=[O:8])=[CH:4][C:3]=1[N+:11]([O-:13])=[O:12].[OH-].[NH4+:15]. The catalyst is C1COCC1. The product is [CH3:1][C:2]1[S:6][C:5]([S:7]([NH2:15])(=[O:9])=[O:8])=[CH:4][C:3]=1[N+:11]([O-:13])=[O:12]. The yield is 0.820. (6) The reactants are [Cl:1][C:2]1[N:3]=[C:4]([NH:9][CH2:10][C:11]2[CH:16]=[CH:15][C:14]([Cl:17])=[CH:13][CH:12]=2)[S:5][C:6]=1[CH:7]=[O:8].C(N(CC)C(C)C)(C)C.[C:27]([O:31][C:32](O[C:32]([O:31][C:27]([CH3:30])([CH3:29])[CH3:28])=[O:33])=[O:33])([CH3:30])([CH3:29])[CH3:28].O. The catalyst is ClCCl.CN(C)C1C=CN=CC=1. The product is [C:27]([O:31][C:32](=[O:33])[N:9]([CH2:10][C:11]1[CH:16]=[CH:15][C:14]([Cl:17])=[CH:13][CH:12]=1)[C:4]1[S:5][C:6]([CH:7]=[O:8])=[C:2]([Cl:1])[N:3]=1)([CH3:30])([CH3:29])[CH3:28]. The yield is 0.740. (7) The reactants are [C:1]1([C:7]2([C:12]3[CH:13]=[C:14]([CH2:17][OH:18])[S:15][CH:16]=3)[CH2:11][CH2:10][CH2:9][O:8]2)[CH2:6][CH2:5][CH2:4][CH2:3][CH:2]=1. The catalyst is C(Cl)Cl.O=[Mn]=O. The product is [C:1]1([C:7]2([C:12]3[CH:13]=[C:14]([CH:17]=[O:18])[S:15][CH:16]=3)[CH2:11][CH2:10][CH2:9][O:8]2)[CH2:6][CH2:5][CH2:4][CH2:3][CH:2]=1. The yield is 0.920. (8) The reactants are [CH:1]1([O:5][C:6]2[C:15]([C:16]3[N:17]([CH2:34][O:35][CH2:36][CH2:37][Si:38]([CH3:41])([CH3:40])[CH3:39])[C:18]([C:21]4[CH2:22][CH2:23][N:24]([C:27]([O:29][C:30]([CH3:33])([CH3:32])[CH3:31])=[O:28])[CH2:25][CH:26]=4)=[CH:19][N:20]=3)=[CH:14][CH:13]=[C:12]3[C:7]=2[CH2:8][CH2:9][C@H:10]([CH3:47])[N:11]3[C:42]([CH:44]2[CH2:46][CH2:45]2)=[O:43])[CH2:4][CH2:3][CH2:2]1. The catalyst is [Pd].CO. The product is [CH:1]1([O:5][C:6]2[C:15]([C:16]3[N:17]([CH2:34][O:35][CH2:36][CH2:37][Si:38]([CH3:39])([CH3:40])[CH3:41])[C:18]([CH:21]4[CH2:26][CH2:25][N:24]([C:27]([O:29][C:30]([CH3:32])([CH3:33])[CH3:31])=[O:28])[CH2:23][CH2:22]4)=[CH:19][N:20]=3)=[CH:14][CH:13]=[C:12]3[C:7]=2[CH2:8][CH2:9][C@H:10]([CH3:47])[N:11]3[C:42]([CH:44]2[CH2:45][CH2:46]2)=[O:43])[CH2:2][CH2:3][CH2:4]1. The yield is 1.00.